This data is from Full USPTO retrosynthesis dataset with 1.9M reactions from patents (1976-2016). The task is: Predict the reactants needed to synthesize the given product. (1) Given the product [O:1]1[C:5]2[CH:6]=[CH:7][C:8]([C:10]3[S:11][CH:12]=[C:13]([C:15]([NH:23][C:22]4[NH:18][N:19]=[C:20]([C:36]5[CH:37]=[CH:38][CH:33]=[C:34]([F:41])[CH:35]=5)[N:21]=4)=[O:17])[N:14]=3)=[CH:9][C:4]=2[CH2:3][CH2:2]1, predict the reactants needed to synthesize it. The reactants are: [O:1]1[C:5]2[CH:6]=[CH:7][C:8]([C:10]3[S:11][CH:12]=[C:13]([C:15]([OH:17])=O)[N:14]=3)=[CH:9][C:4]=2[CH2:3][CH2:2]1.[NH:18]1[C:22]([NH2:23])=[N:21][CH:20]=[N:19]1.CN(C(ON1N=N[C:34]2[CH:35]=[CH:36][CH:37]=[CH:38][C:33]1=2)=[N+](C)C)C.[F:41][P-](F)(F)(F)(F)F. (2) Given the product [CH3:5][N:4]([CH3:6])[CH2:3][CH2:2][N:28]1[C:29]2=[N:35][N:34]([CH2:36][C:37]3[C:46]4[C:41](=[CH:42][CH:43]=[CH:44][CH:45]=4)[CH:40]=[CH:39][CH:38]=3)[C:33]([C:47]3[CH:52]=[CH:51][N:50]=[CH:49][CH:48]=3)=[C:30]2[C:31](=[O:32])[N:26]([CH3:25])[C:27]1=[O:53], predict the reactants needed to synthesize it. The reactants are: Cl[CH2:2][CH2:3][N:4]([CH3:6])[CH3:5].C(N(CC)CC)C.C1CCN2C(=NCCC2)CC1.[CH3:25][N:26]1[C:31](=[O:32])[C:30]2=[C:33]([C:47]3[CH:52]=[CH:51][N:50]=[CH:49][CH:48]=3)[N:34]([CH2:36][C:37]3[C:46]4[C:41](=[CH:42][CH:43]=[CH:44][CH:45]=4)[CH:40]=[CH:39][CH:38]=3)[N:35]=[C:29]2[NH:28][C:27]1=[O:53]. (3) Given the product [C:1]([O:5][C:6](=[O:27])[N:7]([CH2:9][C:10]1[CH:14]=[C:13]([C:34]2[C:29]([F:28])=[N:30][CH:31]=[CH:32][CH:33]=2)[N:12]([S:16]([C:19]2[CH:20]=[N:21][C:22]([O:25][CH3:26])=[CH:23][CH:24]=2)(=[O:18])=[O:17])[CH:11]=1)[CH3:8])([CH3:4])([CH3:3])[CH3:2], predict the reactants needed to synthesize it. The reactants are: [C:1]([O:5][C:6](=[O:27])[N:7]([CH2:9][C:10]1[CH:14]=[C:13](Br)[N:12]([S:16]([C:19]2[CH:20]=[N:21][C:22]([O:25][CH3:26])=[CH:23][CH:24]=2)(=[O:18])=[O:17])[CH:11]=1)[CH3:8])([CH3:4])([CH3:3])[CH3:2].[F:28][C:29]1[C:34](B(O)O)=[CH:33][CH:32]=[CH:31][N:30]=1.C(=O)([O-])[O-].[Na+].[Na+]. (4) The reactants are: [F:1][C:2]1[CH:7]=[CH:6][CH:5]=[C:4]([F:8])[C:3]=1[C:9]1[CH:10]=[C:11]2[C:15](=[CH:16][CH:17]=1)[N:14]([S:18]([C:21]1[CH:27]=[CH:26][C:24]([CH3:25])=[CH:23][CH:22]=1)(=[O:20])=[O:19])[CH:13]=[C:12]2B1OC(C)(C)C(C)(C)O1.Cl[C:38]1[N:43]=[C:42]([O:44][C@@H:45]2[CH2:50][CH2:49][CH2:48][N:47]([C:51]([O:53][C:54]([CH3:57])([CH3:56])[CH3:55])=[O:52])[CH2:46]2)[CH:41]=[N:40][CH:39]=1.P([O-])([O-])([O-])=O.[K+].[K+].[K+]. Given the product [F:1][C:2]1[CH:7]=[CH:6][CH:5]=[C:4]([F:8])[C:3]=1[C:9]1[CH:10]=[C:11]2[C:15](=[CH:16][CH:17]=1)[N:14]([S:18]([C:21]1[CH:22]=[CH:23][C:24]([CH3:25])=[CH:26][CH:27]=1)(=[O:19])=[O:20])[CH:13]=[C:12]2[C:38]1[N:43]=[C:42]([O:44][C@@H:45]2[CH2:50][CH2:49][CH2:48][N:47]([C:51]([O:53][C:54]([CH3:57])([CH3:56])[CH3:55])=[O:52])[CH2:46]2)[CH:41]=[N:40][CH:39]=1, predict the reactants needed to synthesize it. (5) Given the product [CH3:9][C:12]1[C:21]2[C:16](=[CH:17][C:18]([O:24][CH3:25])=[C:19]([O:22][CH3:23])[CH:20]=2)[CH:15]=[CH:14][N:13]=1, predict the reactants needed to synthesize it. The reactants are: C(OC(=O)C)(=O)C.[Cl-].[CH2:9]([C:12]1[C:21]2[C:16](=[CH:17][C:18]([O:24][CH3:25])=[C:19]([O:22][CH3:23])[CH:20]=2)[CH:15]=[CH:14][N+:13]=1CC1C(F)=CC=CC=1Cl)CC. (6) Given the product [Cl:1][C:2]1[C:3]([C:28]2[CH:33]=[CH:32][CH:31]=[C:30]([NH:34][CH2:35][C:36]3([C:42]#[N:43])[CH2:37][CH2:38][O:39][CH2:40][CH2:41]3)[N:29]=2)=[CH:4][C:5]([NH:8][C@@H:9]2[CH2:14][CH2:13][C@@H:12]([NH:15][CH2:23][CH2:24][O:25][CH3:26])[C@H:11]([OH:27])[CH2:10]2)=[N:6][CH:7]=1, predict the reactants needed to synthesize it. The reactants are: [Cl:1][C:2]1[C:3]([C:28]2[CH:33]=[CH:32][CH:31]=[C:30]([NH:34][CH2:35][C:36]3([C:42]#[N:43])[CH2:41][CH2:40][O:39][CH2:38][CH2:37]3)[N:29]=2)=[CH:4][C:5]([NH:8][C@@H:9]2[CH2:14][CH2:13][C@@H:12]([N:15]([CH2:23][CH2:24][O:25][CH3:26])C(=O)OC(C)(C)C)[C@H:11]([OH:27])[CH2:10]2)=[N:6][CH:7]=1.FC(F)(F)C(O)=O. (7) Given the product [CH2:20]([NH:19][C:12]1[CH:11]=[C:10]([CH:15]=[CH:14][C:13]=1[N+:16]([O-:18])=[O:17])[CH:9]=[O:24])[CH:21]([CH3:23])[CH3:22], predict the reactants needed to synthesize it. The reactants are: [H-].[Al+3].[Li+].[H-].[H-].[H-].CN(OC)[C:9](=[O:24])[C:10]1[CH:15]=[CH:14][C:13]([N+:16]([O-:18])=[O:17])=[C:12]([NH:19][CH2:20][CH:21]([CH3:23])[CH3:22])[CH:11]=1. (8) Given the product [NH2:13][C:2]1[CH:9]=[CH:8][C:5]([CH:6]=[O:7])=[CH:4][C:3]=1[N+:10]([O-:12])=[O:11], predict the reactants needed to synthesize it. The reactants are: F[C:2]1[CH:9]=[CH:8][C:5]([CH:6]=[O:7])=[CH:4][C:3]=1[N+:10]([O-:12])=[O:11].[NH4+:13].[OH-]. (9) Given the product [F:24][CH:2]([F:1])[O:3][CH:4]([C:9]1[CH:23]=[CH:22][C:12]2[C:13]3[CH:21]=[CH:20][CH:19]=[CH:18][C:14]=3[O:15][CH:16]([CH2:27][CH:26]=[CH2:25])[C:11]=2[CH:10]=1)[S:5]([NH2:8])(=[O:6])=[O:7], predict the reactants needed to synthesize it. The reactants are: [F:1][CH:2]([F:24])[O:3][CH:4]([C:9]1[CH:23]=[CH:22][C:12]2[C:13]3[CH:21]=[CH:20][CH:19]=[CH:18][C:14]=3[O:15][CH:16](O)[C:11]=2[CH:10]=1)[S:5]([NH2:8])(=[O:7])=[O:6].[CH2:25]([Si](C)(C)C)[CH:26]=[CH2:27].B(F)(F)F.CCOCC.C(=O)(O)[O-].[Na+].